Dataset: Forward reaction prediction with 1.9M reactions from USPTO patents (1976-2016). Task: Predict the product of the given reaction. (1) The product is: [F:32][C:23]1([C:24]([O:26][CH2:27][CH3:28])=[O:25])[CH2:22][CH2:21][CH2:20][N:19]2[C:15]([C:5]3[CH:6]=[CH:7][C:8]([C:9]4[O:13][C:12]([CH3:14])=[N:11][CH:10]=4)=[C:3]([O:2][CH3:1])[CH:4]=3)=[N:16][N:17]=[C:18]12. Given the reactants [CH3:1][O:2][C:3]1[CH:4]=[C:5]([C:15]2[N:19]3[CH2:20][CH2:21][CH2:22][CH:23]([C:24]([O:26][CH2:27][CH3:28])=[O:25])[C:18]3=[N:17][N:16]=2)[CH:6]=[CH:7][C:8]=1[C:9]1[O:13][C:12]([CH3:14])=[N:11][CH:10]=1.[H-].[Na+].[B-](F)(F)(F)[F:32].[B-](F)(F)(F)F.C1[N+]2(CCl)CC[N+](F)(CC2)C1.[Cl-].[NH4+], predict the reaction product. (2) Given the reactants [Cl:1][C:2]1[CH:7]=[CH:6][C:5]([C:8]2[O:9][CH2:10][C:11]([CH3:14])([CH3:13])[N:12]=2)=[C:4](I)[CH:3]=1.C([Li])CCC.CON(C)[C:24](=[O:36])[CH2:25][CH2:26][N:27]([CH3:35])[C:28](=[O:34])[O:29][C:30]([CH3:33])([CH3:32])[CH3:31], predict the reaction product. The product is: [Cl:1][C:2]1[CH:7]=[CH:6][C:5]([C:8]2[O:9][CH2:10][C:11]([CH3:14])([CH3:13])[N:12]=2)=[C:4]([C:24](=[O:36])[CH2:25][CH2:26][N:27]([CH3:35])[C:28](=[O:34])[O:29][C:30]([CH3:31])([CH3:32])[CH3:33])[CH:3]=1. (3) Given the reactants Cl[C:2]1[N:7]=[C:6]([O:8][C:9]2[C:18]3[C:13](=[CH:14][CH:15]=[CH:16][CH:17]=3)[C:12]([NH:19]C(=O)OC(C)(C)C)=[CH:11][CH:10]=2)[CH:5]=[CH:4][N:3]=1.[CH3:27][N:28]([CH3:39])[CH2:29][CH2:30][O:31][C:32]1[CH:37]=[CH:36][N:35]=[C:34]([NH2:38])[CH:33]=1.C(=O)([O-])[O-].[Cs+].[Cs+].C1C=CC(P(C2C(C3C(P(C4C=CC=CC=4)C4C=CC=CC=4)=CC=C4C=3C=CC=C4)=C3C(C=CC=C3)=CC=2)C2C=CC=CC=2)=CC=1.C(O)(C(F)(F)F)=O, predict the reaction product. The product is: [NH2:19][C:12]1[C:13]2[C:18](=[CH:17][CH:16]=[CH:15][CH:14]=2)[C:9]([O:8][C:6]2[CH:5]=[CH:4][N:3]=[C:2]([NH:38][C:34]3[CH:33]=[C:32]([O:31][CH2:30][CH2:29][N:28]([CH3:39])[CH3:27])[CH:37]=[CH:36][N:35]=3)[N:7]=2)=[CH:10][CH:11]=1. (4) The product is: [C:30]1([C:2]#[C:1][C:3]23[CH2:10][C:9]4([CH3:12])[CH2:8][C:7]([CH3:14])([CH2:6][C:5]([C:15]56[CH2:25][C:19]7([CH3:26])[CH2:20][C:21]([CH3:24])([CH2:23][C:17]([C:27]#[C:28][C:3]8[CH:13]=[CH:7][CH:6]=[CH:5][CH:4]=8)([CH2:18]7)[CH2:16]5)[CH2:22]6)([CH2:11]4)[CH2:4]2)[CH2:13]3)[CH:35]=[CH:34][CH:33]=[CH:32][CH:31]=1. Given the reactants [C:1]([C:3]12[CH2:13][C:7]3([CH3:14])[CH2:8][C:9]([CH3:12])([CH2:11][C:5]([C:15]45[CH2:25][C:19]6([CH3:26])[CH2:20][C:21]([CH3:24])([CH2:23][C:17]([C:27]#[CH:28])([CH2:18]6)[CH2:16]4)[CH2:22]5)([CH2:6]3)[CH2:4]1)[CH2:10]2)#[CH:2].Br[C:30]1[CH:35]=[CH:34][CH:33]=[CH:32][CH:31]=1, predict the reaction product. (5) Given the reactants [Cl:1][C:2]1[CH:10]=[C:9]([C:11]#[C:12][CH2:13][O:14][CH3:15])[C:5]2[O:6][CH2:7][O:8][C:4]=2[C:3]=1[NH:16][C:17]1[C:26]2[C:21](=[CH:22][C:23]([O:29][CH2:30][CH2:31][CH2:32]Cl)=[C:24]([O:27][CH3:28])[CH:25]=2)[N:20]=[CH:19][N:18]=1.[NH:34]1[CH2:39][CH2:38][NH:37][CH2:36][C:35]1=[O:40], predict the reaction product. The product is: [Cl:1][C:2]1[CH:10]=[C:9]([C:11]#[C:12][CH2:13][O:14][CH3:15])[C:5]2[O:6][CH2:7][O:8][C:4]=2[C:3]=1[NH:16][C:17]1[C:26]2[C:21](=[CH:22][C:23]([O:29][CH2:30][CH2:31][CH2:32][N:37]3[CH2:38][CH2:39][NH:34][C:35](=[O:40])[CH2:36]3)=[C:24]([O:27][CH3:28])[CH:25]=2)[N:20]=[CH:19][N:18]=1. (6) Given the reactants [CH3:1][N:2]1[C:6]([CH:7](C(OC)=O)[C:8]([O:10][C:11](C)(C)C)=[O:9])=[C:5]([N+:19]([O-:21])=[O:20])[CH:4]=[N:3]1, predict the reaction product. The product is: [CH3:1][N:2]1[C:6]([CH2:7][C:8]([O:10][CH3:11])=[O:9])=[C:5]([N+:19]([O-:21])=[O:20])[CH:4]=[N:3]1. (7) Given the reactants [N:1]1([C:6]2([C:16]#N)[CH2:15][CH2:14][C:9]3([O:13][CH2:12][CH2:11][O:10]3)[CH2:8][CH2:7]2)[CH2:5][CH2:4][CH2:3][CH2:2]1.C([Mg]Cl)[C:19]1[CH:24]=[CH:23][CH:22]=[CH:21][CH:20]=1.[Cl-].[NH4+], predict the reaction product. The product is: [CH2:16]([C:6]1([N:1]2[CH2:5][CH2:4][CH2:3][CH2:2]2)[CH2:15][CH2:14][C:9]2([O:13][CH2:12][CH2:11][O:10]2)[CH2:8][CH2:7]1)[C:19]1[CH:24]=[CH:23][CH:22]=[CH:21][CH:20]=1. (8) Given the reactants C(OC([N:8]1[CH2:13][CH2:12][C:11]([O:15][CH2:16][CH:17]=[CH2:18])([CH3:14])[CH2:10][CH2:9]1)=O)(C)(C)C.[ClH:19].O1CCOCC1, predict the reaction product. The product is: [ClH:19].[CH2:16]([O:15][C:11]1([CH3:14])[CH2:10][CH2:9][NH:8][CH2:13][CH2:12]1)[CH:17]=[CH2:18]. (9) Given the reactants [O:1]([C:8]1[N:13]=[CH:12][C:11]([C:14]([OH:16])=O)=[CH:10][N:9]=1)[C:2]1[CH:7]=[CH:6][CH:5]=[CH:4][CH:3]=1.ON1C2C=CC=CC=2N=N1.Cl.CN(C)CCCN=C=NCC.C(N(CC)CC)C.[NH2:46][CH2:47][C:48]1[C:49]([OH:56])=[N:50][C:51]([CH3:55])=[CH:52][C:53]=1[CH3:54], predict the reaction product. The product is: [OH:56][C:49]1[C:48]([CH2:47][NH:46][C:14]([C:11]2[CH:12]=[N:13][C:8]([O:1][C:2]3[CH:3]=[CH:4][CH:5]=[CH:6][CH:7]=3)=[N:9][CH:10]=2)=[O:16])=[C:53]([CH3:54])[CH:52]=[C:51]([CH3:55])[N:50]=1. (10) The product is: [F:30][CH:2]([F:1])[CH2:3][O:4][C:5]1[C:27]([O:28][CH3:29])=[CH:26][C:8]2[C:9]3[N:14]([CH:15]([CH:17]([CH3:19])[CH3:18])[CH2:16][C:7]=2[CH:6]=1)[CH:13]=[C:12]([C:20]([OH:22])=[O:21])[C:11](=[O:25])[CH:10]=3. Given the reactants [F:1][CH:2]([F:30])[CH2:3][O:4][C:5]1[C:27]([O:28][CH3:29])=[CH:26][C:8]2[C:9]3[N:14]([CH:15]([CH:17]([CH3:19])[CH3:18])[CH2:16][C:7]=2[CH:6]=1)[CH:13]=[C:12]([C:20]([O:22]CC)=[O:21])[C:11](=[O:25])[CH:10]=3.CO.O[Li].O, predict the reaction product.